From a dataset of Forward reaction prediction with 1.9M reactions from USPTO patents (1976-2016). Predict the product of the given reaction. (1) The product is: [Cl:6][C:7]1[CH:8]=[CH:9][C:10]([O:27][CH3:28])=[C:11]([CH:26]=1)[C:12]([NH:14][C@H:15]1[C@H:17]([C:18]2[CH:19]=[CH:20][C:21]([S:2]([CH3:29])(=[O:5])=[O:3])=[CH:22][CH:23]=2)[C:16]1([CH3:24])[CH3:25])=[O:13]. Given the reactants Cl[S:2]([OH:5])(=O)=[O:3].[Cl:6][C:7]1[CH:8]=[CH:9][C:10]([O:27][CH3:28])=[C:11]([CH:26]=1)[C:12]([NH:14][C@H:15]1[C@H:17]([C:18]2[CH:23]=[CH:22][CH:21]=[CH:20][CH:19]=2)[C:16]1([CH3:25])[CH3:24])=[O:13].[CH:29](Cl)(Cl)Cl, predict the reaction product. (2) Given the reactants C(OC([N:11]1[CH2:16][C@H:15]([NH:17][C:18]([NH:20][C:21]2[N:22]=[C:23]3[CH:29]=[CH:28][N:27]([CH2:30][O:31][CH2:32][CH2:33][Si:34]([CH3:37])([CH3:36])[CH3:35])[C:24]3=[N:25][CH:26]=2)=[O:19])[CH2:14][C@@H:13]([CH3:38])[CH2:12]1)=O)C1C=CC=CC=1, predict the reaction product. The product is: [CH3:38][C@H:13]1[CH2:12][NH:11][CH2:16][C@H:15]([NH:17][C:18]([NH:20][C:21]2[N:22]=[C:23]3[CH:29]=[CH:28][N:27]([CH2:30][O:31][CH2:32][CH2:33][Si:34]([CH3:35])([CH3:37])[CH3:36])[C:24]3=[N:25][CH:26]=2)=[O:19])[CH2:14]1. (3) The product is: [C:6]([OH:5])(=[O:30])[CH3:11].[CH3:1][S:2]([O:5][C:6]1[CH:11]=[CH:10][C:9]([C:12]2([C:22]3[CH:23]=[C:24]([C:41]4[CH:40]=[CH:39][CH:38]=[C:37]([O:36][CH3:35])[CH:42]=4)[CH:25]=[CH:26][CH:27]=3)[C:16]3=[N:17][CH2:18][CH2:19][CH2:20][N:15]3[C:14]([NH2:21])=[N:13]2)=[CH:8][CH:7]=1)(=[O:4])=[O:3]. Given the reactants [CH3:1][S:2]([O:5][C:6]1[CH:11]=[CH:10][C:9]([C:12]2([C:22]3[CH:27]=[CH:26][CH:25]=[C:24](Br)[CH:23]=3)[C:16]3=[N:17][CH2:18][CH2:19][CH2:20][N:15]3[C:14]([NH2:21])=[N:13]2)=[CH:8][CH:7]=1)(=[O:4])=[O:3].C(=O)([O-])[O-:30].[K+].[K+].[CH3:35][O:36][C:37]1[CH:38]=[C:39](B(O)O)[CH:40]=[CH:41][CH:42]=1, predict the reaction product. (4) Given the reactants [Cl:1][C:2]1[CH:7]=[CH:6][C:5]([C:8]2[CH:12]=[C:11]([CH:13]3[CH2:18][CH2:17][N:16]([CH2:19][C:20]([C:22]4[CH:27]=[CH:26][CH:25]=[CH:24][CH:23]=4)=[O:21])[CH2:15][CH2:14]3)[N:10]([C:28]3[N:33]=[CH:32][CH:31]=[CH:30][N:29]=3)[N:9]=2)=[CH:4][CH:3]=1.[BH4-].[Na+], predict the reaction product. The product is: [Cl:1][C:2]1[CH:3]=[CH:4][C:5]([C:8]2[CH:12]=[C:11]([CH:13]3[CH2:18][CH2:17][N:16]([CH2:19][CH:20]([C:22]4[CH:27]=[CH:26][CH:25]=[CH:24][CH:23]=4)[OH:21])[CH2:15][CH2:14]3)[N:10]([C:28]3[N:29]=[CH:30][CH:31]=[CH:32][N:33]=3)[N:9]=2)=[CH:6][CH:7]=1.